From a dataset of Catalyst prediction with 721,799 reactions and 888 catalyst types from USPTO. Predict which catalyst facilitates the given reaction. (1) Reactant: [N:1]1([CH2:7][CH2:8][NH2:9])[CH2:6][CH2:5][O:4][CH2:3][CH2:2]1.I[CH2:11][CH2:12][O:13][C:14]1[CH:19]=[CH:18][C:17]([CH2:20][C:21]2[CH:26]=[CH:25][C:24]([C:27]3[O:28][CH:29]=[CH:30][N:31]=3)=[CH:23][CH:22]=2)=[CH:16][CH:15]=1. Product: [O:28]1[CH:29]=[CH:30][N:31]=[C:27]1[C:24]1[CH:23]=[CH:22][C:21]([CH2:20][C:17]2[CH:16]=[CH:15][C:14]([O:13][CH2:12][CH2:11][NH:9][CH2:8][CH2:7][N:1]3[CH2:6][CH2:5][O:4][CH2:3][CH2:2]3)=[CH:19][CH:18]=2)=[CH:26][CH:25]=1. The catalyst class is: 4. (2) Reactant: C(=O)([O-])[O-].[Sr+2:5].[O:6]=[C:7]1[O:13][C@H:12]([C@H:14]([CH2:16][OH:17])[OH:15])[C:10]([OH:11])=[C:8]1[OH:9]. Product: [O:6]=[C:7]1[O:13][C@H:12]([C@H:14]([CH2:16][OH:17])[OH:15])[C:10]([O-:11])=[C:8]1[OH:9].[Sr+2:5].[O:6]=[C:7]1[O:13][C@H:12]([C@H:14]([CH2:16][OH:17])[OH:15])[C:10]([O-:11])=[C:8]1[OH:9]. The catalyst class is: 6.